Dataset: NCI-60 drug combinations with 297,098 pairs across 59 cell lines. Task: Regression. Given two drug SMILES strings and cell line genomic features, predict the synergy score measuring deviation from expected non-interaction effect. (1) Drug 1: C1=CC(=CC=C1CC(C(=O)O)N)N(CCCl)CCCl.Cl. Drug 2: CCC(=C(C1=CC=CC=C1)C2=CC=C(C=C2)OCCN(C)C)C3=CC=CC=C3.C(C(=O)O)C(CC(=O)O)(C(=O)O)O. Cell line: NCI-H460. Synergy scores: CSS=11.4, Synergy_ZIP=0.490, Synergy_Bliss=-0.562, Synergy_Loewe=-15.0, Synergy_HSA=-1.73. (2) Drug 1: CC1=C(C=C(C=C1)NC2=NC=CC(=N2)N(C)C3=CC4=NN(C(=C4C=C3)C)C)S(=O)(=O)N.Cl. Drug 2: CC1=C(N=C(N=C1N)C(CC(=O)N)NCC(C(=O)N)N)C(=O)NC(C(C2=CN=CN2)OC3C(C(C(C(O3)CO)O)O)OC4C(C(C(C(O4)CO)O)OC(=O)N)O)C(=O)NC(C)C(C(C)C(=O)NC(C(C)O)C(=O)NCCC5=NC(=CS5)C6=NC(=CS6)C(=O)NCCC[S+](C)C)O. Cell line: LOX IMVI. Synergy scores: CSS=16.8, Synergy_ZIP=-0.630, Synergy_Bliss=2.16, Synergy_Loewe=-33.9, Synergy_HSA=4.45.